This data is from Forward reaction prediction with 1.9M reactions from USPTO patents (1976-2016). The task is: Predict the product of the given reaction. (1) Given the reactants FC1C=C2C(C(C3C=C(N)C(N)=CC=3)=CN2S(C2C=CC=CC=2)(=O)=O)=CC=1.[CH3:28][O:29][C:30](=[O:42])[C:31]1[C:32](=[CH:37][C:38](Br)=[CH:39][CH:40]=1)[C:33]([O:35][CH3:36])=[O:34].[F:43][C:44]1[CH:52]=[C:51]2[C:47]([C:48](B3OC(C)(C)C(C)(C)O3)=[CH:49][N:50]2[C:53]([O:55][C:56]([CH3:59])([CH3:58])[CH3:57])=[O:54])=[CH:46][CH:45]=1, predict the reaction product. The product is: [C:56]([O:55][C:53]([N:50]1[C:51]2[C:47](=[CH:46][CH:45]=[C:44]([F:43])[CH:52]=2)[C:48]([C:38]2[CH:37]=[C:32]([C:33]([O:35][CH3:36])=[O:34])[C:31](=[CH:40][CH:39]=2)[C:30]([O:29][CH3:28])=[O:42])=[CH:49]1)=[O:54])([CH3:59])([CH3:57])[CH3:58]. (2) Given the reactants [Cl:1][C:2]1[CH:11]=[CH:10][C:5]([C:6]([O:8][CH3:9])=[O:7])=[CH:4][C:3]=1B1OC(C)(C)C(C)(C)O1.I[C:22]1[NH:26][C:25]([CH3:27])=[N:24][C:23]=1[CH3:28].C(Cl)Cl, predict the reaction product. The product is: [Cl:1][C:2]1[CH:11]=[CH:10][C:5]([C:6]([O:8][CH3:9])=[O:7])=[CH:4][C:3]=1[C:22]1[NH:26][C:25]([CH3:27])=[N:24][C:23]=1[CH3:28]. (3) Given the reactants [NH2:1][CH2:2][CH2:3][CH2:4][O:5][C:6]1[CH:11]=[CH:10][C:9]([C:12]2[CH:13]=[CH:14][C:15]3[N:16]([C:18]([C:21]4[CH:22]=[C:23]([C:28]([F:31])([F:30])[F:29])[C:24]([NH2:27])=[N:25][CH:26]=4)=[CH:19][N:20]=3)[N:17]=2)=[CH:8][CH:7]=1.[CH:32]1([C:35](O)=[O:36])[CH2:34][CH2:33]1.[B-](F)(F)(F)F.CN(C(ON1C(=O)C=CC=C1)=[N+](C)C)C.C(NC(C)C)(C)C, predict the reaction product. The product is: [NH2:27][C:24]1[N:25]=[CH:26][C:21]([C:18]2[N:16]3[N:17]=[C:12]([C:9]4[CH:10]=[CH:11][C:6]([O:5][CH2:4][CH2:3][CH2:2][NH:1][C:35]([CH:32]5[CH2:34][CH2:33]5)=[O:36])=[CH:7][CH:8]=4)[CH:13]=[CH:14][C:15]3=[N:20][CH:19]=2)=[CH:22][C:23]=1[C:28]([F:29])([F:30])[F:31].